From a dataset of Forward reaction prediction with 1.9M reactions from USPTO patents (1976-2016). Predict the product of the given reaction. (1) The product is: [F:1][C:2]1[C:3]([C:23]([OH:25])=[O:24])=[N:4][CH:5]=[CH:6][C:7]=1[S:8][C:9]1[S:13][C:12]([NH:14][C:15]2[CH:20]=[CH:19][C:18]([CH2:21][OH:22])=[CH:17][N:16]=2)=[N:11][CH:10]=1. Given the reactants [F:1][C:2]1[C:3]([C:23]([O:25]C)=[O:24])=[N:4][CH:5]=[CH:6][C:7]=1[S:8][C:9]1[S:13][C:12]([NH:14][C:15]2[CH:20]=[CH:19][C:18]([CH2:21][OH:22])=[CH:17][N:16]=2)=[N:11][CH:10]=1.[OH-].[Na+].O.Cl, predict the reaction product. (2) The product is: [CH:3]1([O:8][C:9]2[N:14]=[C:13]([C:15]([OH:17])=[O:16])[CH:12]=[CH:11][C:10]=2[O:23][CH3:24])[CH2:4][CH2:5][CH2:6][CH2:7]1. Given the reactants [OH-].[K+].[CH:3]1([O:8][C:9]2[N:14]=[C:13]([C:15]([O:17]C3CCCC3)=[O:16])[CH:12]=[CH:11][C:10]=2[O:23][CH3:24])[CH2:7][CH2:6][CH2:5][CH2:4]1, predict the reaction product. (3) Given the reactants C(OC(=O)[NH:7][C:8]1[C:9]([C:13]2[CH:18]=[CH:17][C:16]([O:19][CH2:20][C:21]3[CH:26]=[CH:25][C:24]([F:27])=[CH:23][CH:22]=3)=[CH:15][CH:14]=2)=[N:10][O:11][CH:12]=1)(C)(C)C.Cl.O1CCOCC1.C(OCC)C, predict the reaction product. The product is: [F:27][C:24]1[CH:25]=[CH:26][C:21]([CH2:20][O:19][C:16]2[CH:15]=[CH:14][C:13]([C:9]3[C:8]([NH2:7])=[CH:12][O:11][N:10]=3)=[CH:18][CH:17]=2)=[CH:22][CH:23]=1.